From a dataset of TCR-epitope binding with 47,182 pairs between 192 epitopes and 23,139 TCRs. Binary Classification. Given a T-cell receptor sequence (or CDR3 region) and an epitope sequence, predict whether binding occurs between them. (1) Result: 0 (the TCR does not bind to the epitope). The epitope is VLQAVGACV. The TCR CDR3 sequence is CASSVRAGITEAFF. (2) Result: 1 (the TCR binds to the epitope). The TCR CDR3 sequence is CASSLQGFLLSYEQYF. The epitope is QARQMVQAMRTIGTHP.